Predict the product of the given reaction. From a dataset of Forward reaction prediction with 1.9M reactions from USPTO patents (1976-2016). Given the reactants [Br:1][C:2]1[CH:7]=[CH:6][CH:5]=[C:4](F)[C:3]=1[C:9](=O)[CH:10]([CH3:12])[CH3:11].[NH2:14][NH2:15].O, predict the reaction product. The product is: [Br:1][C:2]1[CH:7]=[CH:6][CH:5]=[C:4]2[C:3]=1[C:9]([CH:10]([CH3:12])[CH3:11])=[N:14][NH:15]2.